Task: Predict which catalyst facilitates the given reaction.. Dataset: Catalyst prediction with 721,799 reactions and 888 catalyst types from USPTO (1) Reactant: [Cl:1][C:2]1[CH:7]=[CH:6][CH:5]=[C:4]([CH:8]=[O:9])[C:3]=1[N:10]1[CH2:15][CH2:14][CH:13]([CH3:16])[CH:12]([NH:17]C(=O)OC)[CH2:11]1.[OH-].[K+]. Product: [NH2:17][CH:12]1[CH:13]([CH3:16])[CH2:14][CH2:15][N:10]([C:3]2[C:2]([Cl:1])=[CH:7][CH:6]=[CH:5][C:4]=2[CH:8]=[O:9])[CH2:11]1. The catalyst class is: 24. (2) Reactant: C([O:8][N:9]([CH:20]=[O:21])[CH2:10][C:11]([NH:13][CH:14]1[CH2:19][CH2:18][CH2:17][CH2:16][CH2:15]1)=[O:12])C1C=CC=CC=1. Product: [CH:14]1([NH:13][C:11](=[O:12])[CH2:10][N:9]([CH:20]=[O:21])[OH:8])[CH2:15][CH2:16][CH2:17][CH2:18][CH2:19]1. The catalyst class is: 50. (3) Reactant: [Cl:1][C:2]1[N:10]=[C:9]2[C:5]([N:6]=[CH:7][NH:8]2)=[C:4]([Cl:11])[N:3]=1.[H-].[Na+].I[CH:15]([CH3:17])[CH3:16].O. Product: [Cl:1][C:2]1[N:10]=[C:9]2[C:5]([N:6]=[CH:7][N:8]2[CH:15]([CH3:17])[CH3:16])=[C:4]([Cl:11])[N:3]=1. The catalyst class is: 3. (4) Reactant: C[O:2][C:3](=[O:26])[C:4]([C:18]1[CH:23]=[CH:22][C:21]([Cl:24])=[C:20]([Cl:25])[CH:19]=1)([CH3:17])[CH2:5][CH2:6][N:7]1[CH2:12][CH2:11][N:10]([S:13]([CH3:16])(=[O:15])=[O:14])[CH2:9][CH2:8]1.O[Li].O.Cl. Product: [Cl:25][C:20]1[CH:19]=[C:18]([C:4]([CH3:17])([CH2:5][CH2:6][N:7]2[CH2:8][CH2:9][N:10]([S:13]([CH3:16])(=[O:15])=[O:14])[CH2:11][CH2:12]2)[C:3]([OH:26])=[O:2])[CH:23]=[CH:22][C:21]=1[Cl:24]. The catalyst class is: 90.